The task is: Predict which catalyst facilitates the given reaction.. This data is from Catalyst prediction with 721,799 reactions and 888 catalyst types from USPTO. Reactant: [NH2:1][C:2]1[C:3]([C:16]([O:18][CH3:19])=[O:17])=[N:4][CH:5]=[C:6]([CH2:8][C:9]2[CH:14]=[CH:13][C:12]([F:15])=[CH:11][CH:10]=2)[CH:7]=1.F[C:21](F)(F)C(OC(=O)C(F)(F)F)=O.CI. Product: [F:15][C:12]1[CH:11]=[CH:10][C:9]([CH2:8][C:6]2[CH:7]=[C:2]([NH:1][CH3:21])[C:3]([C:16]([O:18][CH3:19])=[O:17])=[N:4][CH:5]=2)=[CH:14][CH:13]=1. The catalyst class is: 5.